Dataset: Catalyst prediction with 721,799 reactions and 888 catalyst types from USPTO. Task: Predict which catalyst facilitates the given reaction. (1) Reactant: [C:1]([OH:8])(=[O:7])[CH2:2][CH2:3][C:4]([OH:6])=[O:5].[Cl:9][C:10]1[CH:20]=[CH:19][C:13]2[CH2:14][CH2:15][NH:16][CH2:17][CH2:18][C:12]=2[C:11]=1[N:21]1[C:25]([CH3:26])=[CH:24][C:23]([CH3:27])=[N:22]1. Product: [C:1]([OH:8])(=[O:7])[CH2:2][CH2:3][C:4]([OH:6])=[O:5].[Cl:9][C:10]1[CH:20]=[CH:19][C:13]2[CH2:14][CH2:15][NH:16][CH2:17][CH2:18][C:12]=2[C:11]=1[N:21]1[C:25]([CH3:26])=[CH:24][C:23]([CH3:27])=[N:22]1. The catalyst class is: 5. (2) Reactant: [N-:1]=[N+:2]=[N-:3].[Na+].O.[F:6][C:7]([F:35])([CH2:30][CH2:31][C:32](Cl)=[O:33])[C:8]([F:29])([F:28])[C:9]([F:27])([F:26])[C:10]([F:25])([F:24])[C:11]([F:23])([F:22])[C:12]([F:21])([F:20])[C:13]([F:19])([F:18])[C:14]([F:17])([F:16])[F:15].COC. Product: [F:6][C:7]([F:35])([CH2:30][CH2:31][C:32]([N:1]=[N+:2]=[N-:3])=[O:33])[C:8]([F:28])([F:29])[C:9]([F:26])([F:27])[C:10]([F:25])([F:24])[C:11]([F:22])([F:23])[C:12]([F:21])([F:20])[C:13]([F:19])([F:18])[C:14]([F:17])([F:16])[F:15]. The catalyst class is: 21. (3) Reactant: [CH3:1][C:2]1[CH:7]=[C:6]([O:8][CH2:9][CH2:10][CH2:11][S:12]([CH3:15])(=[O:14])=[O:13])[CH:5]=[C:4]([CH3:16])[C:3]=1[C:17]1[CH:25]=[CH:24][C:23]([F:26])=[C:22]2[C:18]=1[CH2:19][CH2:20][C@H:21]2[O:27][C:28]1[CH:41]=[CH:40][C:31]2[C@H:32]([CH2:35][C:36]([O:38]C)=[O:37])[CH2:33][O:34][C:30]=2[CH:29]=1.[OH-].[Na+]. Product: [CH3:16][C:4]1[CH:5]=[C:6]([O:8][CH2:9][CH2:10][CH2:11][S:12]([CH3:15])(=[O:14])=[O:13])[CH:7]=[C:2]([CH3:1])[C:3]=1[C:17]1[CH:25]=[CH:24][C:23]([F:26])=[C:22]2[C:18]=1[CH2:19][CH2:20][C@H:21]2[O:27][C:28]1[CH:41]=[CH:40][C:31]2[C@H:32]([CH2:35][C:36]([OH:38])=[O:37])[CH2:33][O:34][C:30]=2[CH:29]=1. The catalyst class is: 8. (4) The catalyst class is: 86. Product: [OH:1][C:2]1[CH:3]=[CH:4][C:5]([CH:16]=[O:17])=[CH:6][CH:7]=1. Reactant: [OH:1][C:2]1[CH:7]=[CH:6][C:5](NCC(O)=O)=[CH:4][CH:3]=1.O.O.N1C2C(=CC(S([O-])(=O)=O)=CC=2)C(=O)[C:16]1=[O:17].[Na+].CC(OC)(C)C.